Dataset: Full USPTO retrosynthesis dataset with 1.9M reactions from patents (1976-2016). Task: Predict the reactants needed to synthesize the given product. (1) The reactants are: [CH2:1]([N:3]1[C:7]2[NH:8][CH:9]([CH3:24])[CH2:10][S:11][CH:12]([C:13]3[CH:18]=[CH:17][C:16]([C:19]#[C:20][CH2:21][OH:22])=[CH:15][C:14]=3[CH3:23])[C:6]=2[C:5]([C:25]2[CH:30]=[CH:29][CH:28]=[CH:27][N:26]=2)=[N:4]1)[CH3:2].CO. Given the product [CH2:1]([N:3]1[C:7]2[NH:8][CH:9]([CH3:24])[CH2:10][S:11][CH:12]([C:13]3[CH:18]=[CH:17][C:16]([CH2:19][CH2:20][CH2:21][OH:22])=[CH:15][C:14]=3[CH3:23])[C:6]=2[C:5]([C:25]2[CH:30]=[CH:29][CH:28]=[CH:27][N:26]=2)=[N:4]1)[CH3:2], predict the reactants needed to synthesize it. (2) Given the product [C:18]([C:22]1[CH:27]=[CH:26][C:25](/[C:28](/[C:44]2[CH:49]=[CH:48][C:47]([C:50]#[C:51][CH2:52][N:53]3[CH2:54][CH2:55][CH:2]([OH:1])[CH2:3][CH2:58]3)=[CH:46][CH:45]=2)=[CH:29]/[CH2:30][O:31][C:32]2[CH:42]=[CH:41][C:35]([O:36][CH2:37][C:38]([O:40][CH3:11])=[O:39])=[C:34]([CH3:43])[CH:33]=2)=[CH:24][CH:23]=1)([CH3:21])([CH3:20])[CH3:19], predict the reactants needed to synthesize it. The reactants are: [OH:1][CH:2]1CCN(CC#C)C[CH2:3]1.[CH:11](NC(C)C)(C)C.[C:18]([C:22]1[CH:27]=[CH:26][C:25](/[C:28](/[C:44]2[CH:49]=[CH:48][C:47]([C:50]#[C:51][CH2:52][N:53]3[CH2:58]CO[CH2:55][CH2:54]3)=[CH:46][CH:45]=2)=[CH:29]/[CH2:30][O:31][C:32]2[CH:42]=[CH:41][C:35]([O:36][CH2:37][C:38]([OH:40])=[O:39])=[C:34]([CH3:43])[CH:33]=2)=[CH:24][CH:23]=1)([CH3:21])([CH3:20])[CH3:19]. (3) Given the product [NH2:33][C@@H:34]1[CH2:38][CH2:37][N:36]([C:24]([N:25]2[CH2:4][CH2:3][C@@H:2]([NH2:1])[CH2:7]2)=[O:26])[CH2:35]1, predict the reactants needed to synthesize it. The reactants are: [NH2:1][CH:2]1[CH2:7]CC(NC([NH:1][CH:2]2[CH2:7]CC(N)[CH2:4][CH2:3]2)=O)[CH2:4][CH2:3]1.C(O[C:24](=[O:26])[NH2:25])(C)(C)C.C(OC(=O)[NH:33][C@@H:34]1[CH2:38][CH2:37][NH:36][CH2:35]1)(C)(C)C. (4) Given the product [Si:1]([O:8][C@H:9]([C:37]1[CH:38]=[CH:39][CH:40]=[CH:41][CH:42]=1)[C@H:10]([NH:24][C:25](=[O:36])[O:26][CH2:27][C:28]1[CH:29]=[CH:30][C:31]([O:34][CH3:35])=[CH:32][CH:33]=1)[CH2:11][CH2:12][C:13](=[O:50])[CH2:14][C:15]1[CH:20]=[CH:19][C:18]([N+:21]([O-:23])=[O:22])=[CH:17][CH:16]=1)([C:4]([CH3:7])([CH3:6])[CH3:5])([CH3:3])[CH3:2], predict the reactants needed to synthesize it. The reactants are: [Si:1]([O:8][C@H:9]([C:37]1[CH:42]=[CH:41][CH:40]=[CH:39][CH:38]=1)[C@H:10]([NH:24][C:25](=[O:36])[O:26][CH2:27][C:28]1[CH:33]=[CH:32][C:31]([O:34][CH3:35])=[CH:30][CH:29]=1)[CH2:11][CH2:12][C:13]#[C:14][C:15]1[CH:20]=[CH:19][C:18]([N+:21]([O-:23])=[O:22])=[CH:17][CH:16]=1)([C:4]([CH3:7])([CH3:6])[CH3:5])([CH3:3])[CH3:2].N1CCCC1.C(O)(=[O:50])C. (5) Given the product [CH3:11][C:2]1[C:3]2[CH:10]=[CH:9][NH:8][C:4]=2[N:5]=[CH:6][N:7]=1, predict the reactants needed to synthesize it. The reactants are: Cl[C:2]1[C:3]2[CH:10]=[CH:9][NH:8][C:4]=2[N:5]=[CH:6][N:7]=1.[CH3:11][Mg]Br. (6) Given the product [CH2:28]([N:12]([CH2:13][CH2:14][C:15]1[C:23]2[C:18](=[CH:19][CH:20]=[C:21]([F:24])[CH:22]=2)[NH:17][CH:16]=1)[CH:8]1[CH2:7][C:6]2[C:5]([C:25]([NH2:27])=[O:26])=[CH:4][CH:3]=[C:2]([F:1])[C:11]=2[O:10][CH2:9]1)[CH3:29], predict the reactants needed to synthesize it. The reactants are: [F:1][C:2]1[C:11]2[O:10][CH2:9][CH:8]([NH:12][CH2:13][CH2:14][C:15]3[C:23]4[C:18](=[CH:19][CH:20]=[C:21]([F:24])[CH:22]=4)[NH:17][CH:16]=3)[CH2:7][C:6]=2[C:5]([C:25]([NH2:27])=[O:26])=[CH:4][CH:3]=1.[CH:28](=O)[CH3:29].C(O)(=O)C.C([BH3-])#N.[Na+].